Dataset: Forward reaction prediction with 1.9M reactions from USPTO patents (1976-2016). Task: Predict the product of the given reaction. (1) The product is: [C:2]1([N:8]([CH2:32][CH2:33][C:34]([O:36][CH2:37][CH3:38])=[O:35])[C:9]([C:11]2[CH:31]=[CH:30][C:14]3[N:15]([CH3:29])[C:16]([CH2:18][NH:19][C:20]4[CH:25]=[CH:24][C:23]([C:26](=[NH:27])[NH:28][C:40]([O:42][CH2:43][CH2:44][CH2:45][CH2:46][CH2:47][CH2:48][CH2:49][CH3:50])=[O:41])=[CH:22][CH:21]=4)=[N:17][C:13]=3[CH:12]=2)=[O:10])[CH:3]=[CH:4][CH:5]=[CH:6][CH:7]=1. Given the reactants Cl.[C:2]1([N:8]([CH2:32][CH2:33][C:34]([O:36][CH2:37][CH3:38])=[O:35])[C:9]([C:11]2[CH:31]=[CH:30][C:14]3[N:15]([CH3:29])[C:16]([CH2:18][NH:19][C:20]4[CH:25]=[CH:24][C:23]([C:26](=[NH:28])[NH2:27])=[CH:22][CH:21]=4)=[N:17][C:13]=3[CH:12]=2)=[O:10])[CH:7]=[CH:6][CH:5]=[CH:4][CH:3]=1.Cl[C:40]([O:42][CH2:43][CH2:44][CH2:45][CH2:46][CH2:47][CH2:48][CH2:49][CH3:50])=[O:41], predict the reaction product. (2) Given the reactants [CH3:1][O:2][C:3]1[CH:4]=[CH:5][C:6]([C:16](=[O:23])[CH:17]([CH3:22])[C:18]([O:20][CH3:21])=[O:19])=[C:7]2[C:12]=1[N:11]=[C:10]([CH:13]([CH3:15])[CH3:14])[CH:9]=[CH:8]2.[H-].[Na+].I[CH3:27].[Cl-].[NH4+], predict the reaction product. The product is: [CH3:1][O:2][C:3]1[CH:4]=[CH:5][C:6]([C:16](=[O:23])[C:17]([CH3:27])([CH3:22])[C:18]([O:20][CH3:21])=[O:19])=[C:7]2[C:12]=1[N:11]=[C:10]([CH:13]([CH3:14])[CH3:15])[CH:9]=[CH:8]2.